This data is from Catalyst prediction with 721,799 reactions and 888 catalyst types from USPTO. The task is: Predict which catalyst facilitates the given reaction. Reactant: [NH2:1][C:2]1[C:3]([F:36])=[C:4]([C:9]([C:11]2[C:19]3[C:14](=[N:15][CH:16]=[C:17]([C:20]4[CH:21]=[N:22][CH:23]=[CH:24][CH:25]=4)[CH:18]=3)[N:13]([Si:26]([CH:33]([CH3:35])[CH3:34])([CH:30]([CH3:32])[CH3:31])[CH:27]([CH3:29])[CH3:28])[CH:12]=2)=[O:10])[C:5]([F:8])=[CH:6][CH:7]=1.[CH3:37][S:38](Cl)(=[O:40])=[O:39].[CH2:42](N(CC)CC)C.O. Product: [F:36][C:3]1[C:4]([C:9]([C:11]2[C:19]3[C:14](=[N:15][CH:16]=[C:17]([C:20]4[CH:21]=[N:22][CH:23]=[CH:24][CH:25]=4)[CH:18]=3)[N:13]([Si:26]([CH:30]([CH3:32])[CH3:31])([CH:33]([CH3:35])[CH3:34])[CH:27]([CH3:28])[CH3:29])[CH:12]=2)=[O:10])=[C:5]([F:8])[CH:6]=[CH:7][C:2]=1[NH:1][S:38]([CH2:37][CH3:42])(=[O:40])=[O:39]. The catalyst class is: 2.